Dataset: Human Reference Interactome with 51,813 positive PPI pairs across 8,248 proteins, plus equal number of experimentally-validated negative pairs. Task: Binary Classification. Given two protein amino acid sequences, predict whether they physically interact or not. (1) Protein 2 (ENSG00000152527) has sequence MAELSEPEGPVDWKERCVALESQLMKFRVQASKIRELLAEKMQQLERQVIDAERQAEKAFQQVQVMEDKLKAANIQTSESETRLYNKCQDLESLIQEKDDVIQNLELQLEEQKQIRIQEAKIIEEKAAKIKEWVTVKLNELELENQNLRLINQNQTEEIRTMQSKLQEVQGKKSSTVSTLKLSEGQRLSSLTFGCFLSRARSPPQVVKSEEMSKISSKEPEFTEGKDMEEMEIPEKSVDNQVLENNRGQRTLHQTPCGSEQNRKTRTSFATDGGISQNSGAPVSDWSSDEEDGSKGRSKS.... Protein 1 (ENSG00000100372) has sequence MASVLSYESLVHAVAGAVGSVTAMTVFFPLDTARLRLQVDEKRKSKTTHMVLLEIIKEEGLSG*MASVLSYESLVHAVAGAVGSVTAMTVFFPLDTARLRLQVDEKRKSKTTHMVLLEIIKEEGLLAPYRGWFPVISSLCCSNFVYFYTFNSLKALWVKGQHSTTGKDLVVGFVAGVVNVLLTTPLWVVNTRLKLQGAKFRNEDIVPTNYKGIIDAFHQIIRDEGISALWNGTFPSLLLVFNPAIQFMFYEGLKRQLLKKRMKLSSLDVFIIGAVAKAIATTVTYPLQTVQSILRLFIHS.... Result: 0 (the proteins do not interact). (2) Protein 1 (ENSG00000092330) has sequence MATPLVAGPAALRFAAAASWQVVRGRCVEHFPRVLEFLRSLRAVAPGLVRYRHHERLCMGLKAKVVVELILQGRPWAQVLKALNHHFPESGPIVRDPKATKQDLRKILEAQETFYQQVKQLSEAPVDLASKLQELEQEYGEPFLAAMEKLLFEYLCQLEKALPTPQAQQLQDVLSWMQPGVSITSSLAWRQYGVDMGWLLPECSVTDSVNLAEPMEQNPPQQQRLALHNPLPKAKPGTHLPQGPSSRTHPEPLAGRHFNLAPLGRRRVQSQWASTRGGHKERPTVMLFPFRNLGSPTQVI.... Protein 2 (ENSG00000205659) has sequence MASPTDGTDLEASLLSFEKLDRASPDLWPEQFLFFFLVPGVAEFAASFKSPITSSPPKWMAEIERDDIDMLKAREMTRGKFLNILEKPKK*MASPTDGTDLEASLLSFEKLDRASPDLWPEQLPGVAEFAASFKSPITSSPPKWMAEIERDDIDMLKELGSLTTANLMEKVRGLQNLAYQLGLDESREMTRGKFLNILEKPKK*MGWKMASPTDGTDLEASLLSFEKLDRASPDLWPEQLPGVAEFAASFKSPITSSPPKWMAEIERDDIDMLKELGSLTTANLMEKVRGLQNLAYQLGL.... Result: 0 (the proteins do not interact). (3) Protein 1 (ENSG00000144655) has sequence MTGLLKRKFDQLDEDNSSVSSSSSSSGCQSRSCSPSSSVSRAWDSEEEGPWDQMPLPDRDFCGPRSFTPLSILKRARRERPGRVAFDGITVFYFPRCQGFTSVPSRGGCTLGMALRHSACRRFSLAEFAQEQARARHEKLRQRLKEEKLEMLQWKLSAAGVPQAEAGLPPVVDAIDDASVEEDLAVAVAGGRLEEVSFLQPYPARRRRALLRASGVRRIDREEKRELQALRQSREDCGCHCDRICDPETCSCSLAGIKCQMDHTAFPCGCCREGCENPMGRVEFNQARVQTHFIHTLTRL.... Protein 2 (ENSG00000173200) has sequence MLQRIGLIFLHNIVVVSNCFYFQAFLDEFTNWSRINPNKARIPMAGDTQGVVGTVSKPCFTAYEMKIGAITFQVATGDIATEQVDVIVNSTARTFNRKSGVSRAILEGAGQAVESECAVLAAQPHRDFIITPGGCLKCKIIIHVPGGKDVRKTVTSVLEECEQRKYTSVSLPAIGTGNAGKNPITVADNIIDAIVDFSSQHSTPSLKTVKVVIFQPELLNIFYDSMKKRDLSASLNFQSTFSMTTCNLPEHWTDMNHQLFCMVQLEPGQSEYNTIKDKFTRTCSSYAIEKIERIQNAFLW.... Result: 0 (the proteins do not interact). (4) Protein 2 (ENSG00000136152) has sequence MAEAALLLLPEAAAERDAREKLALWDRRPDTTAPLTDRQTDSVLELKAAAENLPVPAELPIEDLCSLTSQSLPIELTSVVPESTEDILLKGFTSLGMEEERIETAQQFFSWFAKLQTQMDQDEGTKYRQMRDYLSGFQEQCDAILNDVNSALQHLESLQKQYLFVSNKTGTLHEACEQLLKEQSELVDLAENIQQKLSYFNELETINTKLNSPTLSVNSDGFIPMLAKLDDCITYISSHPNFKDYPIYLLKFKQCLSKALHLMKTYTVNTLQTLTSQLLKRDPSSVPNADNAFTLFYVKF.... Protein 1 (ENSG00000131966) has sequence MPLYEGLGSGGEKTAVVIDLGEAFTKCGFAGETGPRCIIPSVIKRAGMPKPVRVVQYNINTEELYSYLKEFIHILYFRHLLVNPRDRRVVIIESVLCPSHFRETLTRVLFKYFEVPSVLLAPSHLMALLTLGINSAMVLDCGYRESLVLPIYEGIPVLNCWGALPLGGKALHKELETQLLEQCTVDTSVAKEQSLPSVMGSVPEGVLEDIKARTCFVSDLKRGLKIQAAKFNIDGNNERPSPPPNVDYPLDGEKILHILGSIRDSVVEILFEQDNEEQSVATLILDSLIQCPIDTRKQLA.... Result: 0 (the proteins do not interact). (5) Protein 1 (ENSG00000100479) has sequence MAPERLRSRALSAFKLRGLLLRGEAIKYLTEALQSISELELEDKLEKIINAVEKQPLSSNMIERSVVEAAVQECSQSVDETIEHVFNIIGAFDIPRFVYNSERKKFLPLLMTNHPAPNLFGTPRDKAEMFRERYTILHQRTHRHELFTPPVIGSHPDESGSKFQLKTIETLLGSTTKIGDAIVLGMITQLKEGKFFLEDPTGTVQLDLSKAQFHSGLYTEACFVLAEGWFEDQVFHVNAFGFPPTEPSSTTRAYYGNINFFGGPSNTSVKTSAKLKQLEEENKDAMFVFLSDVWLDQVEV.... Protein 2 (ENSG00000044459) has sequence MAARSPPSPHPSPPARQLGPRSPRVGRGAEVHAMRSEASGFAGAAREVVADESDKIWVGEEGSGGRRGPGGAAPAHAPLLSAPMGSRRLEGISVEEAMVTRTQLLEEELSSLKEELALCQADKEFVWSLWKRLQVTNPDLTQVVSLVVEREKQKSEAKDRKVLEILQVKDAKIQEFEQRESVLKQEINDLVKRKIAVDEENAFLRKEFSDLEKKFKDKSQEIKDTKECVQNKEEQNRLVIKNLEEENKKLSTRCTDLLNDLEKLRKQEAHLRKEKYSTDAKIKTFEDNLIEARKEVEVSQ.... Result: 0 (the proteins do not interact). (6) Protein 1 (ENSG00000174744) has sequence MPVQPPSKDTEEMEAEGDSAAEMNGEEEESEEERSGSQTESEEESSEMDDEDYERRRSECVSEMLDLEKQFSELKEKLFRERLSQLRLRLEEVGAERAPEYTEPLGGLQRSLKIRIQVAGIYKGFCLDVIRNKYECELQGAKQHLESEKLLLYDTLQGELQERIQRLEEDRQSLDLSSEWWDDKLHARGSSRSWDSLPPSKRKKAPLVSGPYIVYMLQEIDILEDWTAIKKARAAVSPQKRKSDGP*MPVQPPSKDTEEMEAEGDSAAEMNGEEEESEEERSGSQTESEEESSEMDDEDY.... Protein 2 (ENSG00000149516) has sequence MASHEVDNAELGSASAHGTPGSEAGPEELNTSVYQPIDGSPDYQKAKLQVLGAIQILNAAMILALGVFLGSLQYPYHFQKHFFFFTFYTGYPIWGAVFFCSSGTLSVVAGIKPTRTWIQNSFGMNIASATIALVGTAFLSLNIAVNIQSLRSCHSSSESPDLCNYMGSISNGMVSLLLILTLLELCVTISTIAMWCNANCCNSREEISSPPNSV*MASHEVDNAELGSASAHGTPGSEAGPEELNTSVYQPIDGSPDYQKAKLQVLGFCSSGTLSVVAGIKPTRTWIQNSFGMNIASATI.... Result: 0 (the proteins do not interact). (7) Protein 1 (ENSG00000154217) has sequence MLLKEYRICMPLTVDEYKIGQLYMISKHSHEQSDRGEGVEVVQNEPFEDPHHGNGQFTEKRVYLNSKLPSWARAVVPKIFYVTEKAWNYYPYTITECSFLPKFSIHIETKYEDNKGSNDTIFDNEAKDVEREVCFIDIACDEIPERYYKESEDPKHFKSEKTGRGQLREGWRDSHQPIMCSYKLVTVKFEVWGLQTRVEQFVHKVVRDILLIGHRQAFAWVDEWYDMTMDDVREYEKNMHEQTNIKVCNQHSSPVDDIESHAQTST*MLLKEYRICMPLTVDEYKIGQLYMISKHSHEQS.... Protein 2 (ENSG00000177674) has sequence MELPAVNLKVILLGHWLLTTWGCIVFSGSYAWANFTILALGVWAVAQRDSIDAISMFLGGLLATIFLDIVHISIFYPRVSLTDTGRFGVGMAILSLLLKPLSCCFVYHMYRERGGELLVHTGFLGSSQDRSAYQTIDSAEAPADPFAVPEGRSQDARGY*MELPAVNLKVILLGHWLLTTWGCIVFSGSYAWANFTILALGVWAVAQRDSIDAISMFLGGLLATIFLDIVHISIFYPRVSLTDTGRFGVGMAILSLLLKPLSCCFVYHMYRERGGFLGSSQDRSAYQTIDSAEAPADPFA.... Result: 1 (the proteins interact). (8) Protein 2 (ENSG00000106330) has sequence MRRGAPQDQELVGPGPPGRGSRGAPPPLGPVVPVLVFPPDLVFRADQRSGPRQLLTLYNPTGTALRFRVLCTAPAKYTVFDAEGYVKPQSCIDIVIRHVAPIPSHYDVQDRFRIELSEEGAEGRVVGRKDITSILRAPAYPLELQGQPDPAPRPGPPAGTPPPTARHFQEHPRQQLATSSFLLFLLTGIVSVAFLLLPLPDELGSQLPQVLHVSLGQKLVAAYVLGLLTMVFLRT*MRRGAPQDQELVGPGPPGRGSRGAPPPLGPVVPVLVFPPDLVFRADQRSGPRQLLTLYNPTGTA.... Protein 1 (ENSG00000221829) has sequence MSRQTTSVGSSCLDLWREKNDRLVRQAKVAQNSGLTLRRQQLAQDALEGLRGLLHSLQGLPAAVPVLPLELTVTCNFIILRASLAQGFTEDQAQDIQRSLERVLETQEQQGPRLEQGLRELWDSVLRASCLLPELLSALHRLVGLQAALWLSADRLGDLALLLETLNGSQSGASKDLLLLLKTWSPPAEELDAPLTLQDAQGLKDVLLTAFAYRQGLQELITGNPDKALSSLHEAASGLCPRPVLVQVYTALGSCHRKMGNPQRALLYLVAALKEGSAWGPPLLEASRLYQQLGDTTAEL.... Result: 0 (the proteins do not interact).